Task: Predict the reactants needed to synthesize the given product.. Dataset: Full USPTO retrosynthesis dataset with 1.9M reactions from patents (1976-2016) (1) The reactants are: [C:1]([O:4][CH2:5][C@@H:6]1[C@@H:11]([O:12][C:13](=[O:15])[CH3:14])[C@H:10]([O:16][C:17](=[O:19])[CH3:18])[C@@H:9]([O:20][C:21](=[O:23])[CH3:22])[C@H:8]([N:24]2[C:32]3[C:27](=[C:28]([CH3:33])[CH:29]=[CH:30][CH:31]=3)[C:26]([CH2:34][C:35]3[CH:40]=[CH:39][C:38](Br)=[CH:37][CH:36]=3)=[CH:25]2)O1)(=[O:3])[CH3:2].CC1(C)C(C)(C)OB(/[CH:50]=[CH:51]/[CH2:52][CH2:53][N:54]2[CH2:71][CH2:70][CH2:69][C:56]3([CH2:61][CH2:60][N:59]([C:62]([O:64][C:65]([CH3:68])([CH3:67])[CH3:66])=[O:63])[CH2:58][CH2:57]3)[CH2:55]2)O1.C(=O)([O-])[O-].[K+].[K+].[OH2:79]. Given the product [CH3:33][C:28]1[CH:29]=[CH:30][CH:31]=[C:32]2[C:27]=1[C:26]([CH2:34][C:35]1[CH:40]=[CH:39][C:38](/[CH:50]=[CH:51]/[CH2:52][CH2:53][N:54]3[CH2:55][C:56]4([CH2:57][CH2:58][N:59]([C:62]([O:64][C:65]([CH3:68])([CH3:67])[CH3:66])=[O:63])[CH2:60][CH2:61]4)[CH2:69][CH2:70][CH2:71]3)=[CH:37][CH:36]=1)=[CH:25][N:24]2[C@H:8]1[C@H:9]([O:20][C:21](=[O:23])[CH3:22])[C@@H:10]([O:16][C:17](=[O:19])[CH3:18])[C@H:11]([O:12][C:13](=[O:15])[CH3:14])[C@@H:6]([CH2:5][O:4][C:1](=[O:3])[CH3:2])[O:79]1, predict the reactants needed to synthesize it. (2) Given the product [Cl:1][C:2]1[CH:7]=[CH:6][C:5]([C:8]2[C:14]3[CH:15]=[CH:16][CH:17]=[CH:18][C:13]=3[N:12]3[C:19]([CH3:22])=[N:20][N:21]=[C:11]3[CH:10]([CH2:24][C:25]3[N:29]=[C:28]([CH3:30])[O:27][N:26]=3)[CH:9]=2)=[CH:4][CH:3]=1, predict the reactants needed to synthesize it. The reactants are: [Cl:1][C:2]1[CH:7]=[CH:6][C:5]([C:8]2[C:14]3[CH:15]=[CH:16][CH:17]=[CH:18][C:13]=3[N:12]3[C:19]([CH3:22])=[N:20][N:21]=[C:11]3[CH2:10][CH:9]=2)=[CH:4][CH:3]=1.Cl[CH2:24][C:25]1[N:29]=[C:28]([CH3:30])[O:27][N:26]=1. (3) Given the product [OH:25][C:26]([CH3:30])([CH3:29])[CH2:27][NH:28][C:21]([C:17]1[N:18]([CH3:20])[N:19]=[C:15](/[CH:14]=[CH:13]/[C:12]2[C:8]([C:5]3[CH:4]=[CH:3][C:2]([F:1])=[CH:7][CH:6]=3)=[N:9][O:10][C:11]=2[CH3:24])[CH:16]=1)=[O:23], predict the reactants needed to synthesize it. The reactants are: [F:1][C:2]1[CH:7]=[CH:6][C:5]([C:8]2[C:12](/[CH:13]=[CH:14]/[C:15]3[CH:16]=[C:17]([C:21]([OH:23])=O)[N:18]([CH3:20])[N:19]=3)=[C:11]([CH3:24])[O:10][N:9]=2)=[CH:4][CH:3]=1.[OH:25][C:26]([CH3:30])([CH3:29])[CH2:27][NH2:28]. (4) Given the product [Cl:9][C:6]1[N:5]=[CH:4][C:3]([C:10]([N:12]2[CH2:17][CH2:16][CH:15]([C:18]3[CH:19]=[CH:20][C:21]([F:24])=[CH:22][CH:23]=3)[CH2:14][CH2:13]2)=[O:11])=[C:2]([NH:30][C:29]2[CH:31]=[CH:32][C:26]([Cl:25])=[CH:27][CH:28]=2)[C:7]=1[CH3:8], predict the reactants needed to synthesize it. The reactants are: Cl[C:2]1[C:7]([CH3:8])=[C:6]([Cl:9])[N:5]=[CH:4][C:3]=1[C:10]([N:12]1[CH2:17][CH2:16][CH:15]([C:18]2[CH:23]=[CH:22][C:21]([F:24])=[CH:20][CH:19]=2)[CH2:14][CH2:13]1)=[O:11].[Cl:25][C:26]1[CH:32]=[CH:31][C:29]([NH2:30])=[CH:28][CH:27]=1.